The task is: Binary Classification. Given a T-cell receptor sequence (or CDR3 region) and an epitope sequence, predict whether binding occurs between them.. This data is from TCR-epitope binding with 47,182 pairs between 192 epitopes and 23,139 TCRs. The TCR CDR3 sequence is CSATRTNYNEQFF. Result: 1 (the TCR binds to the epitope). The epitope is KLGGALQAK.